Task: Predict which catalyst facilitates the given reaction.. Dataset: Catalyst prediction with 721,799 reactions and 888 catalyst types from USPTO (1) Reactant: [CH3:1][O:2][CH2:3][CH2:4][O:5][C:6]1[CH:7]=[C:8]2[C:12](=[C:13]([N:15]([CH3:25])[S:16]([C:19]3[CH:24]=[CH:23][CH:22]=[CH:21][N:20]=3)(=[O:18])=[O:17])[CH:14]=1)[NH:11][C:10]([C:26]1[S:27][CH:28]([CH2:31][C:32]([OH:34])=O)[CH2:29][N:30]=1)=[CH:9]2.Cl.C[N:37](C)CCCN=C=NCC.CN(C)C=O. Product: [CH3:1][O:2][CH2:3][CH2:4][O:5][C:6]1[CH:7]=[C:8]2[C:12](=[C:13]([N:15]([CH3:25])[S:16]([C:19]3[CH:24]=[CH:23][CH:22]=[CH:21][N:20]=3)(=[O:17])=[O:18])[CH:14]=1)[NH:11][C:10]([C:26]1[S:27][CH:28]([CH2:31][C:32]([NH2:37])=[O:34])[CH2:29][N:30]=1)=[CH:9]2. The catalyst class is: 6. (2) Reactant: Br[C:2]1[N:3]=[C:4]([C:23]2[O:24][C:25]([C:28]3[CH:33]=[CH:32][CH:31]=[CH:30][CH:29]=3)=[N:26][N:27]=2)[C:5]([N:8]([C:16]([O:18][C:19]([CH3:22])([CH3:21])[CH3:20])=[O:17])[C:9](=[O:15])[O:10][C:11]([CH3:14])([CH3:13])[CH3:12])=[N:6][CH:7]=1.[CH2:34]1[C@@H:38]2[CH2:39][CH2:40][CH:41]([OH:42])[C@@H:37]2[CH2:36][NH:35]1.C(N(CC)CC)C. The catalyst class is: 3. Product: [OH:42][CH:41]1[C@@H:37]2[CH2:36][N:35]([C:2]3[N:3]=[C:4]([C:23]4[O:24][C:25]([C:28]5[CH:29]=[CH:30][CH:31]=[CH:32][CH:33]=5)=[N:26][N:27]=4)[C:5]([N:8]([C:16]([O:18][C:19]([CH3:20])([CH3:22])[CH3:21])=[O:17])[C:9](=[O:15])[O:10][C:11]([CH3:13])([CH3:14])[CH3:12])=[N:6][CH:7]=3)[CH2:34][C@@H:38]2[CH2:39][CH2:40]1. (3) Reactant: [CH2:1]1[N:6]([CH2:7][CH2:8][S:9]([OH:12])(=[O:11])=[O:10])[CH2:5][CH2:4][O:3][CH2:2]1.Cl. Product: [CH2:5]1[N:6]([CH2:7][CH2:8][S:9]([OH:12])(=[O:11])=[O:10])[CH2:1][CH2:2][O:3][CH2:4]1. The catalyst class is: 6. (4) Reactant: [Br:1][C:2]1[CH:7]=[CH:6][C:5]([C:8]2[C:12]3[CH:13]=[CH:14][C:15]([OH:17])=[CH:16][C:11]=3[S:10][N:9]=2)=[CH:4][CH:3]=1.C([O-])([O-])=O.[K+].[K+].[Br:24][CH2:25][CH2:26][CH2:27][CH2:28]Br. Product: [Br:24][CH2:25][CH2:26][CH2:27][CH2:28][O:17][C:15]1[CH:14]=[CH:13][C:12]2[C:8]([C:5]3[CH:4]=[CH:3][C:2]([Br:1])=[CH:7][CH:6]=3)=[N:9][S:10][C:11]=2[CH:16]=1. The catalyst class is: 21. (5) Reactant: C(N(CC)CC)C.[N:8]1([C:14]2[CH:23]=[CH:22][CH:21]=[C:20]3[C:15]=2[C:16]([NH2:25])=[N:17][C:18]([NH2:24])=[N:19]3)[CH2:13][CH2:12][NH:11][CH2:10][CH2:9]1.[CH2:26](Br)[C:27]1[CH:32]=[CH:31][CH:30]=[CH:29][CH:28]=1. Product: [CH2:26]([N:11]1[CH2:12][CH2:13][N:8]([C:14]2[CH:23]=[CH:22][CH:21]=[C:20]3[C:15]=2[C:16]([NH2:25])=[N:17][C:18]([NH2:24])=[N:19]3)[CH2:9][CH2:10]1)[C:27]1[CH:32]=[CH:31][CH:30]=[CH:29][CH:28]=1. The catalyst class is: 9.